Dataset: Full USPTO retrosynthesis dataset with 1.9M reactions from patents (1976-2016). Task: Predict the reactants needed to synthesize the given product. Given the product [C:1]([O:5][C:6]([N:8]1[CH2:9][CH2:10][CH:11]([C:14]([N:16]2[CH2:20][C@@H:19]([N:21]([C:22]([O:24][C:25]3[CH:26]=[CH:27][C:28]([F:31])=[CH:29][CH:30]=3)=[O:23])[CH:32]([CH3:42])[CH3:33])[C@H:18]([C:34]3[CH:39]=[CH:38][C:37]([Cl:40])=[CH:36][CH:35]=3)[CH2:17]2)=[O:15])[CH2:12][CH2:13]1)=[O:7])([CH3:2])([CH3:3])[CH3:4], predict the reactants needed to synthesize it. The reactants are: [C:1]([O:5][C:6]([N:8]1[CH2:13][CH2:12][CH:11]([C:14]([N:16]2[CH2:20][C@@H:19]([N:21]([CH2:32][CH3:33])[C:22]([O:24][C:25]3[CH:30]=[CH:29][C:28]([F:31])=[CH:27][CH:26]=3)=[O:23])[C@H:18]([C:34]3[CH:39]=[CH:38][C:37]([Cl:40])=[CH:36][CH:35]=3)[CH2:17]2)=[O:15])[CH2:10][CH2:9]1)=[O:7])([CH3:4])([CH3:3])[CH3:2].F[C:42]1C=CC(OC(=O)N([C@H]2[C@H](C3C=CC(Cl)=CC=3)CN(CC3C=CC=CC=3)C2)C(C)C)=CC=1.C(OC(N1CCC(C(O)=O)CC1)=O)(C)(C)C.